From a dataset of Reaction yield outcomes from USPTO patents with 853,638 reactions. Predict the reaction yield, written as a fraction of the theoretical maximum amount of product (1.0 means a 100% yield; for example, 0.34 means a 34% yield). (1) The yield is 0.0560. The product is [CH3:1][O:2][C:3]([C:5]1[N:6]=[N:7][N:8]([C:10]2[CH:15]=[C:14]([C:16](=[O:18])[NH:34][C:35]3[CH:40]=[C:39]([C:41]([F:43])([F:42])[F:44])[CH:38]=[C:37]([NH:45][S:46]([CH3:49])(=[O:48])=[O:47])[C:36]=3[O:50][CH3:51])[CH:13]=[CH:12][C:11]=2[CH3:19])[CH:9]=1)=[O:4]. The reactants are [CH3:1][O:2][C:3]([C:5]1[N:6]=[N:7][N:8]([C:10]2[CH:15]=[C:14]([C:16]([OH:18])=O)[CH:13]=[CH:12][C:11]=2[CH3:19])[CH:9]=1)=[O:4].ON1C2N=CC=CC=2N=N1.C(Cl)CCl.[NH2:34][C:35]1[C:36]([O:50][CH3:51])=[C:37]([NH:45][S:46]([CH3:49])(=[O:48])=[O:47])[CH:38]=[C:39]([C:41]([F:44])([F:43])[F:42])[CH:40]=1. The catalyst is CN(C=O)C.O. (2) The reactants are F.F.F.C(N(CC)CC)C.C(N(CC)CC)C.[Si]([O:35][CH2:36][C@H:37]1[O:41][C@@H:40]([N:42]2[CH:49]=[C:48]([CH3:50])[C:46](=[O:47])[NH:45][C:43]2=[O:44])[C@H:39]([O:51][CH2:52][CH2:53][O:54][N:55]([CH3:57])[CH3:56])[C@@H:38]1[OH:58])(C(C)(C)C)(C1C=CC=CC=1)C1C=CC=CC=1.CO. The catalyst is C1COCC1.C(Cl)Cl. The product is [CH3:56][N:55]([CH3:57])[O:54][CH2:53][CH2:52][O:51][C@@H:39]1[C@H:38]([OH:58])[C@@H:37]([CH2:36][OH:35])[O:41][C@H:40]1[N:42]1[CH:49]=[C:48]([CH3:50])[C:46](=[O:47])[NH:45][C:43]1=[O:44]. The yield is 0.925. (3) The reactants are [C:1]([O:5][CH2:6][CH2:7][CH2:8][CH3:9])(=[O:4])[CH:2]=[CH2:3].[CH:10]([Si:13]([CH:22]([CH3:24])[CH3:23])([CH:19]([CH3:21])[CH3:20])[N:14]1[CH:18]=[CH:17][CH:16]=[CH:15]1)([CH3:12])[CH3:11].C(OOC(C)(C)C)(=O)C1C=CC=CC=1. The catalyst is C(O)(=O)C.O1CCOCC1.CS(C)=O.C(OCC)C.O.C([O-])(=O)C.[Pd+2].C([O-])(=O)C. The product is [CH:22]([Si:13]([CH:10]([CH3:12])[CH3:11])([CH:19]([CH3:21])[CH3:20])[N:14]1[CH:18]=[CH:17][C:16](/[CH:3]=[CH:2]/[C:1]([O:5][CH2:6][CH2:7][CH2:8][CH3:9])=[O:4])=[CH:15]1)([CH3:24])[CH3:23]. The yield is 0.670.